From a dataset of Tyrosyl-DNA phosphodiesterase HTS with 341,365 compounds. Binary Classification. Given a drug SMILES string, predict its activity (active/inactive) in a high-throughput screening assay against a specified biological target. (1) The drug is O1CCN(CC1)c1c(NC(=O)c2cc([N+]([O-])=O)ccc2)cccc1. The result is 0 (inactive). (2) The compound is s1nnc(C(=O)NC(=S)Nc2ccccc2)c1. The result is 0 (inactive). (3) The molecule is O(c1ccc(CCC(=O)NN\C=C2\C(=NC(=O)NC2=O)C)cc1)C(C)C. The result is 0 (inactive). (4) The molecule is O1c2c(OC1)ccc(OC(=O)c1ccncc1)c2. The result is 0 (inactive). (5) The compound is O(c1ccc(CNC(=O)c2[nH]ccc2)cc1)C. The result is 0 (inactive). (6) The result is 0 (inactive). The drug is s1c(/C=C(\C(=O)N(CCC#N)c2ccc(OC)cc2)C#N)ccc1. (7) The compound is o1c2c(c(=O)c(c3cc(O)c(O)c(O)c3)c1)c(O)c(O)c(O)c2. The result is 1 (active).